This data is from CYP2C19 inhibition data for predicting drug metabolism from PubChem BioAssay. The task is: Regression/Classification. Given a drug SMILES string, predict its absorption, distribution, metabolism, or excretion properties. Task type varies by dataset: regression for continuous measurements (e.g., permeability, clearance, half-life) or binary classification for categorical outcomes (e.g., BBB penetration, CYP inhibition). Dataset: cyp2c19_veith. (1) The compound is c1ccc2c(c1)-c1ccccc1C2N1CC2CCC(CC2)C1. The result is 0 (non-inhibitor). (2) The result is 0 (non-inhibitor). The molecule is COc1ccc2nc3oc(C(=O)NCc4cccs4)cc3cc2c1.